This data is from Peptide-MHC class II binding affinity with 134,281 pairs from IEDB. The task is: Regression. Given a peptide amino acid sequence and an MHC pseudo amino acid sequence, predict their binding affinity value. This is MHC class II binding data. (1) The peptide sequence is SGKLFMHVTLGSDVE. The MHC is DRB1_1302 with pseudo-sequence DRB1_1302. The binding affinity (normalized) is 0.274. (2) The peptide sequence is ISPSFLVYSFFVHDL. The MHC is HLA-DQA10301-DQB10302 with pseudo-sequence HLA-DQA10301-DQB10302. The binding affinity (normalized) is 0.616.